Task: Predict the product of the given reaction.. Dataset: Forward reaction prediction with 1.9M reactions from USPTO patents (1976-2016) (1) Given the reactants [CH2:1]([O:8][C:9](=[O:17])[NH:10][C@H:11]1[CH2:14][C@@H:13]([CH2:15][OH:16])[CH2:12]1)[C:2]1[CH:7]=[CH:6][CH:5]=[CH:4][CH:3]=1.CS(C)=O.C(N(CC)CC)C.C(Cl)(=O)C(Cl)=O, predict the reaction product. The product is: [CH2:1]([O:8][C:9](=[O:17])[NH:10][C@H:11]1[CH2:14][C@@H:13]([CH:15]=[O:16])[CH2:12]1)[C:2]1[CH:3]=[CH:4][CH:5]=[CH:6][CH:7]=1. (2) Given the reactants Cl[C:2]1[N:3]=[C:4]([O:29][CH:30]2[CH2:34][CH2:33][CH2:32][CH2:31]2)[C:5]2[C:10]([C:11]3[CH:20]=[CH:19][C:14]4[N:15]=[C:16]([CH3:18])[O:17][C:13]=4[CH:12]=3)=[CH:9][N:8]([CH2:21][O:22][CH2:23][CH2:24][Si:25]([CH3:28])([CH3:27])[CH3:26])[C:6]=2[N:7]=1.[NH2:35][C:36]1[CH:41]=[CH:40][C:39]([C:42]([N:44]2[CH2:46][CH2:45]2)=[O:43])=[CH:38][C:37]=1[O:47][CH3:48].C(=O)([O-])[O-].[Cs+].[Cs+].C1(P(C2C=CC=CC=2)C2C=CC3C(=CC=CC=3)C=2C2C3C(=CC=CC=3)C=CC=2P(C2C=CC=CC=2)C2C=CC=CC=2)C=CC=CC=1, predict the reaction product. The product is: [N:44]1([C:42]([C:39]2[CH:40]=[CH:41][C:36]([NH:35][C:2]3[N:3]=[C:4]([O:29][CH:30]4[CH2:34][CH2:33][CH2:32][CH2:31]4)[C:5]4[C:10]([C:11]5[CH:20]=[CH:19][C:14]6[N:15]=[C:16]([CH3:18])[O:17][C:13]=6[CH:12]=5)=[CH:9][N:8]([CH2:21][O:22][CH2:23][CH2:24][Si:25]([CH3:28])([CH3:26])[CH3:27])[C:6]=4[N:7]=3)=[C:37]([O:47][CH3:48])[CH:38]=2)=[O:43])[CH2:46][CH2:45]1. (3) Given the reactants [N:1]1[N:9]2[C:4]([CH2:5][S:6][CH2:7][CH2:8]2)=[CH:3][C:2]=1[CH2:10][OH:11], predict the reaction product. The product is: [N:1]1[N:9]2[C:4]([CH2:5][S:6][CH2:7][CH2:8]2)=[CH:3][C:2]=1[CH:10]=[O:11]. (4) Given the reactants [CH3:1][C:2]1[CH:11]=[C:10]([N:12]2[CH2:17][CH2:16][NH:15][CH2:14][CH2:13]2)[N:9]=[C:8]2[C:3]=1[C:4](=[O:31])[CH:5]=[C:6]([NH:24][C:25]1[CH:30]=[CH:29][CH:28]=[CH:27][CH:26]=1)[N:7]2[C:18]1[CH:23]=[CH:22][CH:21]=[CH:20][CH:19]=1.[CH3:32][S:33](Cl)(=[O:35])=[O:34], predict the reaction product. The product is: [CH3:32][S:33]([N:15]1[CH2:16][CH2:17][N:12]([C:10]2[N:9]=[C:8]3[C:3]([C:4](=[O:31])[CH:5]=[C:6]([NH:24][C:25]4[CH:30]=[CH:29][CH:28]=[CH:27][CH:26]=4)[N:7]3[C:18]3[CH:23]=[CH:22][CH:21]=[CH:20][CH:19]=3)=[C:2]([CH3:1])[CH:11]=2)[CH2:13][CH2:14]1)(=[O:35])=[O:34]. (5) Given the reactants C(OC([N:8]1[C:12]2=[N:13][CH:14]=[CH:15][CH:16]=[C:11]2[C:10]([CH2:17][C:18]2[C:19]([CH3:24])=[N:20][NH:21][C:22]=2[CH3:23])=[CH:9]1)=O)(C)(C)C.[N:25]([CH2:28][C:29]1[CH:34]=[CH:33][C:32]([O:35][CH3:36])=[CH:31][CH:30]=1)=[C:26]=[O:27].C(O)(=O)C, predict the reaction product. The product is: [CH3:36][O:35][C:32]1[CH:33]=[CH:34][C:29]([CH2:28][NH:25][C:26]([N:21]2[C:22]([CH3:23])=[C:18]([CH2:17][C:10]3[C:11]4[C:12](=[N:13][CH:14]=[CH:15][CH:16]=4)[NH:8][CH:9]=3)[C:19]([CH3:24])=[N:20]2)=[O:27])=[CH:30][CH:31]=1. (6) Given the reactants Br[C:2]1[CH:24]=[CH:23][C:5]2[C:6]3[N:7]([CH:11]=[C:12]([C:14]4[N:18]([CH:19]([CH3:21])[CH3:20])[N:17]=[C:16](C)[N:15]=4)[N:13]=3)[CH2:8][CH2:9][O:10][C:4]=2[CH:3]=1.[Si]([O:32][C:33]([O:35][CH3:36])=[CH2:34])(C(C)(C)C)(C)C.C([Sn](F)(CCCC)CCCC)CCC, predict the reaction product. The product is: [CH:19]([N:18]1[C:14]([C:12]2[N:13]=[C:6]3[C:5]4[CH:23]=[CH:24][C:2]([CH2:34][C:33]([O:35][CH3:36])=[O:32])=[CH:3][C:4]=4[O:10][CH2:9][CH2:8][N:7]3[CH:11]=2)=[N:15][CH:16]=[N:17]1)([CH3:21])[CH3:20]. (7) Given the reactants N[C:2]1[CH:12]=[CH:11][C:10]2[CH:9]3[CH2:13][CH2:14][CH:5]([CH2:6][N:7]([C:15](=[O:20])[C:16]([F:19])([F:18])[F:17])[CH2:8]3)[C:4]=2[CH:3]=1.N([O-])=O.[Na+].[I-:25].[K+], predict the reaction product. The product is: [I:25][C:2]1[CH:12]=[CH:11][C:10]2[CH:9]3[CH2:13][CH2:14][CH:5]([CH2:6][N:7]([C:15](=[O:20])[C:16]([F:19])([F:18])[F:17])[CH2:8]3)[C:4]=2[CH:3]=1. (8) Given the reactants Br[C:2]1[N:7]=[C:6]([CH2:8][OH:9])[CH:5]=[CH:4][CH:3]=1.[O:10]1[CH2:15][CH2:14]O[CH2:12][CH2:11]1.C([O-])([O-])=O.[Cs+].[Cs+], predict the reaction product. The product is: [O:10]1[CH:15]=[CH:14][CH:12]=[C:11]1[C:2]1[N:7]=[C:6]([CH2:8][OH:9])[CH:5]=[CH:4][CH:3]=1. (9) Given the reactants [Cl:1][C:2]1[CH:3]=[C:4]([C@H:8]([NH:15][S@](C(C)(C)C)=O)[CH2:9][C:10]([O:12][CH2:13][CH3:14])=[O:11])[CH:5]=[CH:6][CH:7]=1.Cl, predict the reaction product. The product is: [NH2:15][C@@H:8]([C:4]1[CH:5]=[CH:6][CH:7]=[C:2]([Cl:1])[CH:3]=1)[CH2:9][C:10]([O:12][CH2:13][CH3:14])=[O:11].